Task: Regression. Given two drug SMILES strings and cell line genomic features, predict the synergy score measuring deviation from expected non-interaction effect.. Dataset: NCI-60 drug combinations with 297,098 pairs across 59 cell lines Drug 1: CC1=CC=C(C=C1)C2=CC(=NN2C3=CC=C(C=C3)S(=O)(=O)N)C(F)(F)F. Drug 2: C#CCC(CC1=CN=C2C(=N1)C(=NC(=N2)N)N)C3=CC=C(C=C3)C(=O)NC(CCC(=O)O)C(=O)O. Cell line: NCI-H460. Synergy scores: CSS=67.3, Synergy_ZIP=4.74, Synergy_Bliss=1.49, Synergy_Loewe=-29.6, Synergy_HSA=-1.17.